From a dataset of Forward reaction prediction with 1.9M reactions from USPTO patents (1976-2016). Predict the product of the given reaction. Given the reactants [Br:1][C:2]1[CH:3]=[CH:4][C:5](/[CH:8]=[CH:9]/[C@@H:10]2[C@H:18]3[C@:14]([C:21]([NH:23][NH2:24])=[O:22])([C:15](=[O:20])[O:16][C@@H:17]3[CH3:19])[CH2:13][C:12]([F:26])([F:25])[C@H:11]2[CH3:27])=[N:6][CH:7]=1.[C:28](N1C=CN=C1)(N1C=CN=C1)=[O:29], predict the reaction product. The product is: [Br:1][C:2]1[CH:3]=[CH:4][C:5](/[CH:8]=[CH:9]/[C@@H:10]2[C@H:18]3[C@:14]([C:21]4[O:22][C:28](=[O:29])[NH:24][N:23]=4)([C:15](=[O:20])[O:16][C@@H:17]3[CH3:19])[CH2:13][C:12]([F:26])([F:25])[C@H:11]2[CH3:27])=[N:6][CH:7]=1.